This data is from Full USPTO retrosynthesis dataset with 1.9M reactions from patents (1976-2016). The task is: Predict the reactants needed to synthesize the given product. (1) Given the product [CH2:1]([O:5][C:6]1[C:11]([F:12])=[C:10]([N:22]2[CH2:23][CH:24]([CH3:25])[CH:20]([CH3:19])[CH2:21]2)[N:9]=[CH:8][N:7]=1)[C:2]#[C:3][CH3:4], predict the reactants needed to synthesize it. The reactants are: [CH2:1]([O:5][C:6]1[C:11]([F:12])=[C:10](Cl)[N:9]=[CH:8][N:7]=1)[C:2]#[C:3][CH3:4].C(=O)([O-])[O-].Cl.[CH3:19][CH:20]1[CH:24]([CH3:25])[CH2:23][NH:22][CH2:21]1.[Cl-].[NH4+]. (2) Given the product [ClH:24].[N:10]1[CH:9]=[CH:8][N:7]=[C:6]2[CH2:5][NH:4][CH:13]([C:14]([OH:16])=[O:15])[CH2:12][C:11]=12, predict the reactants needed to synthesize it. The reactants are: C([N:4]1[C:13](C(OCC)=O)([C:14]([O:16]CC)=[O:15])[CH2:12][C:11]2[C:6](=[N:7][CH:8]=[CH:9][N:10]=2)[CH2:5]1)(=O)C.[ClH:24]. (3) Given the product [F:24][C:22]1[CH:21]=[CH:20][C:19]([O:25][C:26]2[CH:31]=[CH:30][C:29]([O:32][CH:33]3[CH2:38][CH2:37][O:36][CH2:35][CH2:34]3)=[CH:28][C:27]=2[F:39])=[C:18]2[C:23]=1[C@H:15]([O:14][C:12]1[CH:11]=[CH:10][C:9]3[C@H:5]([CH2:4][C:3]([OH:40])=[O:2])[CH2:6][O:7][C:8]=3[CH:13]=1)[CH2:16][CH2:17]2, predict the reactants needed to synthesize it. The reactants are: C[O:2][C:3](=[O:40])[CH2:4][C@H:5]1[C:9]2[CH:10]=[CH:11][C:12]([O:14][C@H:15]3[C:23]4[C:18](=[C:19]([O:25][C:26]5[CH:31]=[CH:30][C:29]([O:32][CH:33]6[CH2:38][CH2:37][O:36][CH2:35][CH2:34]6)=[CH:28][C:27]=5[F:39])[CH:20]=[CH:21][C:22]=4[F:24])[CH2:17][CH2:16]3)=[CH:13][C:8]=2[O:7][CH2:6]1.[OH-].[K+]. (4) Given the product [C:1]([O:5][C:6](=[O:7])[N:8]([C:9]1[S:10][C@:47]2([C:51](=[O:50])[N:39]([O:40][CH3:41])[CH3:38])[C@H:48]([C@:14]([C:17]3[CH:22]=[CH:21][CH:20]=[C:19]([F:23])[C:18]=3[F:24])([CH3:13])[N:15]=1)[CH2:49]2)[CH2:29][O:30][CH2:31][CH2:32][Si:33]([CH3:34])([CH3:36])[CH3:35])([CH3:4])([CH3:3])[CH3:2], predict the reactants needed to synthesize it. The reactants are: [C:1]([O:5][C:6]([N:8]([CH2:29][O:30][CH2:31][CH2:32][Si:33]([CH3:36])([CH3:35])[CH3:34])[C:9]1[S:10][C@]2(C(OC)=O)[C@H:13]([C@:14]([C:17]3[CH:22]=[CH:21][CH:20]=[C:19]([F:23])[C:18]=3[F:24])(C)[N:15]=1)C2)=[O:7])([CH3:4])([CH3:3])[CH3:2].Cl.[CH3:38][NH:39][O:40][CH3:41].C([Mg]Cl)(C)C.[CH2:47]1[CH2:51][O:50][CH2:49][CH2:48]1. (5) The reactants are: [CH:1]12[CH2:7][CH:4]([CH2:5][CH2:6]1)[C:3](=O)[C:2]2=O.C(OP([CH:18]([CH3:26])[C:19](=O)[CH2:20][C:21]([CH3:24])([CH3:23])[CH3:22])(=O)OCC)C.O.[NH2:28][NH2:29]. Given the product [CH3:22][C:21]([CH3:24])([CH3:23])[CH2:20][C:19]1[C:18]([CH3:26])=[C:3]2[C:2]([CH:1]3[CH2:7][CH:4]2[CH2:5][CH2:6]3)=[N:29][N:28]=1, predict the reactants needed to synthesize it. (6) Given the product [F:30][C:29]1[CH:28]=[CH:27][CH:26]=[C:25]([F:31])[C:24]=1[CH2:23][O:22][C:16]1[N:15]2[N:14]=[C:34]([CH2:35][CH2:36][CH3:37])[C:33]([C:32]([O:39][CH3:40])=[O:38])=[C:20]2[CH:19]=[C:18]([CH3:21])[CH:17]=1, predict the reactants needed to synthesize it. The reactants are: CC1C=C(C)C=C(C)C=1S([O-])(=O)=O.[NH2:14][N+:15]1[CH:20]=[CH:19][C:18]([CH3:21])=[CH:17][C:16]=1[O:22][CH2:23][C:24]1[C:29]([F:30])=[CH:28][CH:27]=[CH:26][C:25]=1[F:31].[C:32]([O:39][CH3:40])(=[O:38])[C:33]#[C:34][CH2:35][CH2:36][CH3:37].C(=O)([O-])[O-].[K+].[K+].O. (7) Given the product [CH3:14][C:13]([CH3:16])([CH3:15])[C:12]([NH:11][C:9]1[N:8]([C:18]2[CH:19]=[CH:20][CH:21]=[CH:22][CH:23]=2)[N:7]=[C:6]([C:4]([OH:5])=[O:3])[CH:10]=1)=[O:17], predict the reactants needed to synthesize it. The reactants are: C([O:3][C:4]([C:6]1[CH:10]=[C:9]([NH:11][C:12](=[O:17])[C:13]([CH3:16])([CH3:15])[CH3:14])[N:8]([C:18]2[CH:23]=[CH:22][CH:21]=[CH:20][CH:19]=2)[N:7]=1)=[O:5])C.[OH-].[Na+].